Dataset: Reaction yield outcomes from USPTO patents with 853,638 reactions. Task: Predict the reaction yield, written as a fraction of the theoretical maximum amount of product (1.0 means a 100% yield; for example, 0.34 means a 34% yield). (1) The reactants are [C:1]([C:3]1[CH:8]=[CH:7][CH:6]=[CH:5][C:4]=1[C:9]1[CH:14]=[CH:13][C:12]([CH2:15][CH:16]([C:21](=O)[CH2:22][CH2:23][CH2:24][CH3:25])[C:17](OC)=[O:18])=[CH:11][CH:10]=1)#[N:2].[CH3:27][C:28]1([CH3:40])[CH2:33][CH:32]([NH:34][C:35]2[NH:39][CH:38]=[N:37][N:36]=2)[CH2:31][CH2:30][O:29]1. No catalyst specified. The product is [CH2:22]([C:21]1[N:36]2[N:37]=[CH:38][N:39]=[C:35]2[N:34]([CH:32]2[CH2:31][CH2:30][O:29][C:28]([CH3:40])([CH3:27])[CH2:33]2)[C:17](=[O:18])[C:16]=1[CH2:15][C:12]1[CH:11]=[CH:10][C:9]([C:4]2[C:3]([C:1]#[N:2])=[CH:8][CH:7]=[CH:6][CH:5]=2)=[CH:14][CH:13]=1)[CH2:23][CH2:24][CH3:25]. The yield is 0.710. (2) The yield is 0.840. The reactants are [Cl:1][C:2]1[N:7]=[CH:6][C:5]([C:8]2[CH:9]=[C:10]([CH:16]=[CH:17][CH:18]=2)[C:11]([O:13][CH2:14][CH3:15])=[O:12])=[CH:4][C:3]=1[N+:19]([O-])=O.O.O.[Sn](Cl)Cl.[NH4+].[OH-].C([O-])([O-])=O.[Na+].[Na+]. The product is [NH2:19][C:3]1[CH:4]=[C:5]([C:8]2[CH:9]=[C:10]([CH:16]=[CH:17][CH:18]=2)[C:11]([O:13][CH2:14][CH3:15])=[O:12])[CH:6]=[N:7][C:2]=1[Cl:1]. The catalyst is C(OCC)(=O)C. (3) The reactants are Cl[C:2]1[C:7]([C:8]([NH2:10])=[O:9])=[CH:6][N:5]=[C:4]2[N:11]([CH2:14][O:15][CH2:16][CH2:17][Si:18]([CH3:21])([CH3:20])[CH3:19])[CH:12]=[CH:13][C:3]=12.[CH2:22]([N:29]1[CH2:34][CH2:33][CH:32]([NH2:35])[CH2:31][CH2:30]1)[C:23]1[CH:28]=[CH:27][CH:26]=[CH:25][CH:24]=1.C(N(CC)C(C)C)(C)C. The catalyst is O. The product is [CH2:22]([N:29]1[CH2:34][CH2:33][CH:32]([NH:35][C:2]2[C:7]([C:8]([NH2:10])=[O:9])=[CH:6][N:5]=[C:4]3[N:11]([CH2:14][O:15][CH2:16][CH2:17][Si:18]([CH3:21])([CH3:20])[CH3:19])[CH:12]=[CH:13][C:3]=23)[CH2:31][CH2:30]1)[C:23]1[CH:24]=[CH:25][CH:26]=[CH:27][CH:28]=1. The yield is 0.810. (4) The reactants are C(=O)([O-])[O-].[K+].[K+].[CH3:7][O:8][C:9]1[CH:14]=[CH:13][CH:12]=[CH:11][C:10]=1[OH:15].Br[CH2:17][C:18]#[N:19]. The catalyst is CC(C)=O. The product is [C:18]([CH2:17][O:15][C:10]1[CH:11]=[CH:12][CH:13]=[CH:14][C:9]=1[O:8][CH3:7])#[N:19]. The yield is 0.800. (5) The reactants are [Br:1][C:2]1[CH:6]=[N:5][N:4]([CH3:7])[C:3]=1[C:8]1[CH:9]=[C:10]([NH:16][C:17]([NH:19][C:20]2[CH:25]=[CH:24][C:23]([Cl:26])=[CH:22][CH:21]=2)=[O:18])[CH:11]=[CH:12][C:13]=1[O:14]C.[Al+3].[Cl-].[Cl-].[Cl-].CCOC(C)=O.C(C(C(C([O-])=O)O)O)([O-])=O.[Na+].[K+]. The catalyst is C(Cl)Cl. The product is [Br:1][C:2]1[CH:6]=[N:5][N:4]([CH3:7])[C:3]=1[C:8]1[CH:9]=[C:10]([NH:16][C:17]([NH:19][C:20]2[CH:21]=[CH:22][C:23]([Cl:26])=[CH:24][CH:25]=2)=[O:18])[CH:11]=[CH:12][C:13]=1[OH:14]. The yield is 0.270. (6) The catalyst is CN(C=O)C.C([O-])(O)=O.[Na+]. The yield is 0.0650. The product is [CH2:1]([S:8][C@@H:13]1[CH:14]2[CH2:17][CH2:18][N:11]([CH2:16][CH2:15]2)[CH2:12]1)[C:2]1[CH:7]=[CH:6][CH:5]=[CH:4][CH:3]=1. The reactants are [CH2:1]([SH:8])[C:2]1[CH:7]=[CH:6][CH:5]=[CH:4][CH:3]=1.[H-].[Na+].[N:11]12[CH2:18][CH2:17][CH:14]([CH2:15][CH2:16]1)[C@H:13](OS(C)(=O)=O)[CH2:12]2. (7) The yield is 0.370. The product is [F:28][C:15]1[CH:14]=[CH:13][C:12]([O:11][C:8]2[CH:9]=[CH:10][C:5]3[N:6]([CH:29]=[C:3]([NH:2][C:30](=[O:33])[CH2:31][CH3:32])[N:4]=3)[N:7]=2)=[CH:17][C:16]=1[NH:18][C:19]([C:21]1[N:25]([CH3:26])[N:24]=[C:23]([CH3:27])[CH:22]=1)=[O:20]. The catalyst is CN(C)C(=O)C. The reactants are Cl.[NH2:2][C:3]1[N:4]=[C:5]2[CH:10]=[CH:9][C:8]([O:11][C:12]3[CH:13]=[CH:14][C:15]([F:28])=[C:16]([NH:18][C:19]([C:21]4[N:25]([CH3:26])[N:24]=[C:23]([CH3:27])[CH:22]=4)=[O:20])[CH:17]=3)=[N:7][N:6]2[CH:29]=1.[C:30](Cl)(=[O:33])[CH2:31][CH3:32].O. (8) The reactants are [CH2:1]([NH:4][C:5](=[O:11])[O:6][C:7]([CH3:10])([CH3:9])[CH3:8])[C:2]#[CH:3].C(N(CC)CC)C.[CH2:19]([O:21][C:22](=[O:27])[C:23](Cl)=[N:24][OH:25])[CH3:20]. The catalyst is C1COCC1. The product is [CH3:9][C:7]([O:6][C:5]([NH:4][CH2:1][C:2]1[O:25][N:24]=[C:23]([C:22]([O:21][CH2:19][CH3:20])=[O:27])[CH:3]=1)=[O:11])([CH3:8])[CH3:10]. The yield is 0.560. (9) The reactants are [CH:1]1([S:4]([C:7]2[CH:12]=[CH:11][C:10]([CH:13]([C:21]3[NH:25][C:24]([C:26]4[N:31]=[CH:30][C:29]([OH:32])=[CH:28][CH:27]=4)=[CH:23][CH:22]=3)[CH2:14][CH:15]3[CH2:20][CH2:19][O:18][CH2:17][CH2:16]3)=[CH:9][CH:8]=2)(=[O:6])=[O:5])[CH2:3][CH2:2]1.Cl[CH2:34][C:35](=[O:37])[CH3:36].C(=O)([O-])[O-].[K+].[K+].[I-].[K+].[Cl-].[NH4+]. The catalyst is CC(C)=O. The product is [CH:1]1([S:4]([C:7]2[CH:12]=[CH:11][C:10]([CH:13]([C:21]3[NH:25][C:24]([C:26]4[N:31]=[CH:30][C:29]([O:32][CH2:34][C:35](=[O:37])[CH3:36])=[CH:28][CH:27]=4)=[CH:23][CH:22]=3)[CH2:14][CH:15]3[CH2:20][CH2:19][O:18][CH2:17][CH2:16]3)=[CH:9][CH:8]=2)(=[O:6])=[O:5])[CH2:3][CH2:2]1. The yield is 0.640.